This data is from Full USPTO retrosynthesis dataset with 1.9M reactions from patents (1976-2016). The task is: Predict the reactants needed to synthesize the given product. Given the product [C:1]([N:4]1[C:13]2[C:8](=[CH:9][C:10]([C:14]3[CH:24]=[CH:23][C:17]([C:18]([OH:20])=[O:19])=[CH:16][CH:15]=3)=[CH:11][CH:12]=2)[C@H:7]([NH:25][C:26]2[CH:27]=[CH:28][C:29]([Cl:32])=[CH:30][CH:31]=2)[CH2:6][C@@H:5]1[CH3:33])(=[O:3])[CH3:2], predict the reactants needed to synthesize it. The reactants are: [C:1]([N:4]1[C:13]2[C:8](=[CH:9][C:10]([C:14]3[CH:24]=[CH:23][C:17]([C:18]([O:20]CC)=[O:19])=[CH:16][CH:15]=3)=[CH:11][CH:12]=2)[C@H:7]([NH:25][C:26]2[CH:31]=[CH:30][C:29]([Cl:32])=[CH:28][CH:27]=2)[CH2:6][C@@H:5]1[CH3:33])(=[O:3])[CH3:2].[OH-].[Na+].Cl.